Task: Predict the reaction yield, written as a fraction of the theoretical maximum amount of product (1.0 means a 100% yield; for example, 0.34 means a 34% yield).. Dataset: Reaction yield outcomes from USPTO patents with 853,638 reactions The reactants are C([O:9][CH2:10][C:11]#[C:12][CH2:13][N:14]1[CH2:19][CH2:18][CH:17]([CH2:20][C:21]2[CH:26]=[CH:25][CH:24]=[CH:23][CH:22]=2)[CH2:16][CH2:15]1)(=O)C1C=CC=CC=1. The catalyst is CO. The product is [CH2:20]([CH:17]1[CH2:16][CH2:15][N:14]([CH2:13][C:12]#[C:11][CH2:10][OH:9])[CH2:19][CH2:18]1)[C:21]1[CH:26]=[CH:25][CH:24]=[CH:23][CH:22]=1. The yield is 0.670.